From a dataset of Forward reaction prediction with 1.9M reactions from USPTO patents (1976-2016). Predict the product of the given reaction. (1) Given the reactants [O:1]1[CH2:5][CH2:4][O:3][CH:2]1[C:6]1[C:11]([CH3:12])=[CH:10][C:9]([NH2:13])=[C:8]([CH3:14])[CH:7]=1.ClCCl.C(N(C(C)C)CC)(C)C.[C:27](Cl)(=[O:30])[CH:28]=[CH2:29], predict the reaction product. The product is: [O:1]1[CH2:5][CH2:4][O:3][CH:2]1[C:6]1[C:11]([CH3:12])=[CH:10][C:9]([NH:13][C:27](=[O:30])[CH:28]=[CH2:29])=[C:8]([CH3:14])[CH:7]=1. (2) Given the reactants [F:1][C:2]1[CH:10]=[C:9]2[C:5]([CH:6]([CH2:12][CH2:13][CH2:14][CH2:15]OS(C)(=O)=O)[C:7](=[O:11])[NH:8]2)=[CH:4][CH:3]=1.[Cl:21][C:22]1[CH:27]=[CH:26][C:25]([N:28]2[CH2:33][CH2:32][NH:31][CH2:30][CH2:29]2)=[CH:24][CH:23]=1, predict the reaction product. The product is: [ClH:21].[Cl:21][C:22]1[CH:23]=[CH:24][C:25]([N:28]2[CH2:33][CH2:32][N:31]([CH2:15][CH2:14][CH2:13][CH2:12][CH:6]3[C:5]4[C:9](=[CH:10][C:2]([F:1])=[CH:3][CH:4]=4)[NH:8][C:7]3=[O:11])[CH2:30][CH2:29]2)=[CH:26][CH:27]=1. (3) Given the reactants [CH3:1][N:2]1[C:10]([CH:11]=O)=[N:9][C:8]2[C:3]1=[N:4][C:5]([N:19]1[C:23]3[CH:24]=[CH:25][CH:26]=[CH:27][C:22]=3[N:21]=[C:20]1[CH3:28])=[N:6][C:7]=2[N:13]1[CH2:18][CH2:17][O:16][CH2:15][CH2:14]1.[O:29]1[C:33]2([CH2:38][CH2:37][NH:36][CH2:35][CH2:34]2)[CH2:32][NH:31][C:30]1=[O:39].C(O[BH-](OC(=O)C)OC(=O)C)(=O)C.[Na+], predict the reaction product. The product is: [CH3:1][N:2]1[C:10]([CH2:11][N:36]2[CH2:35][CH2:34][C:33]3([O:29][C:30](=[O:39])[NH:31][CH2:32]3)[CH2:38][CH2:37]2)=[N:9][C:8]2[C:3]1=[N:4][C:5]([N:19]1[C:23]3[CH:24]=[CH:25][CH:26]=[CH:27][C:22]=3[N:21]=[C:20]1[CH3:28])=[N:6][C:7]=2[N:13]1[CH2:14][CH2:15][O:16][CH2:17][CH2:18]1. (4) Given the reactants [N+:1]([C:4]1[CH:12]=[CH:11][CH:10]=[C:9]2[C:5]=1[CH2:6][CH2:7][CH:8]2[N:13]1[CH:18]=[CH:17][CH:16]=[C:15]([C:19]([NH:21][C:22]2[CH:27]=[CH:26][N:25]=[CH:24][CH:23]=2)=[O:20])[C:14]1=[O:28])([O-])=O.Cl[Sn]Cl, predict the reaction product. The product is: [NH2:1][C:4]1[CH:12]=[CH:11][CH:10]=[C:9]2[C:5]=1[CH2:6][CH2:7][CH:8]2[N:13]1[CH:18]=[CH:17][CH:16]=[C:15]([C:19]([NH:21][C:22]2[CH:27]=[CH:26][N:25]=[CH:24][CH:23]=2)=[O:20])[C:14]1=[O:28]. (5) Given the reactants [CH3:1][N+:2]([CH2:5][CH2:6][O:7][P:8]([O:11][CH2:12][CH2:13][CH2:14][CH2:15][CH2:16][CH2:17][CH2:18][CH2:19][CH2:20][CH2:21][CH2:22][CH2:23][CH2:24][CH2:25][CH2:26][CH2:27][CH2:28][CH2:29][C:30]1[CH:35]=[CH:34][C:33](I)=[CH:32][CH:31]=1)([O-:10])=[O:9])([CH3:4])[CH3:3].[131I:37][131I], predict the reaction product. The product is: [CH3:1][N+:2]([CH2:5][CH2:6][O:7][P:8]([O:11][CH2:12][CH2:13][CH2:14][CH2:15][CH2:16][CH2:17][CH2:18][CH2:19][CH2:20][CH2:21][CH2:22][CH2:23][CH2:24][CH2:25][CH2:26][CH2:27][CH2:28][CH2:29][C:30]1[CH:35]=[CH:34][C:33]([131I:37])=[CH:32][CH:31]=1)([O-:10])=[O:9])([CH3:4])[CH3:3]. (6) Given the reactants [O-:1][N+:2]1[C:7]2[CH:8]=[CH:9][CH:10]=[CH:11][C:6]=2[N:5]=[C:4]([N:12]2[CH2:17][CH2:16][CH:15]([CH2:18][C:19](O)=[O:20])[CH2:14][CH2:13]2)[N:3]=1.[NH2:22][C:23]1[C:24]([C:28]([O:30][CH3:31])=[O:29])=[CH:25][S:26][CH:27]=1, predict the reaction product. The product is: [O-:1][N+:2]1[C:7]2[CH:8]=[CH:9][CH:10]=[CH:11][C:6]=2[N:5]=[C:4]([N:12]2[CH2:13][CH2:14][CH:15]([CH2:18][C:19]([NH:22][C:23]3[C:24]([C:28]([O:30][CH3:31])=[O:29])=[CH:25][S:26][CH:27]=3)=[O:20])[CH2:16][CH2:17]2)[N:3]=1. (7) Given the reactants Cl.[CH:2]([CH:15]1[C:20](=[O:21])[CH2:19][CH2:18][NH:17][CH2:16]1)([C:9]1[CH:14]=[CH:13][CH:12]=[CH:11][CH:10]=1)[C:3]1[CH:8]=[CH:7][CH:6]=[CH:5][CH:4]=1.[OH:22][C:23]1[CH:30]=[CH:29][C:28]([N+:31]([O-:33])=[O:32])=[CH:27][C:24]=1[CH2:25]Br.C(=O)([O-])O.[Na+].C(OCC)(=O)C, predict the reaction product. The product is: [CH:2]([CH:15]1[C:20](=[O:21])[CH2:19][CH2:18][N:17]([CH2:25][C:24]2[CH:27]=[C:28]([N+:31]([O-:33])=[O:32])[CH:29]=[CH:30][C:23]=2[OH:22])[CH2:16]1)([C:9]1[CH:14]=[CH:13][CH:12]=[CH:11][CH:10]=1)[C:3]1[CH:4]=[CH:5][CH:6]=[CH:7][CH:8]=1. (8) Given the reactants [N:1]12[CH2:8][CH2:7][CH:4]([CH2:5][CH2:6]1)[C@@H:3]([O:9][C:10]1[CH:15]=[CH:14][C:13]([S:16][C:17]3[CH:22]=[CH:21][C:20]([OH:23])=[CH:19][CH:18]=3)=[CH:12][CH:11]=1)[CH2:2]2.CO.[C:26]([OH:33])(=[O:32])/[CH:27]=[CH:28]/[C:29]([OH:31])=[O:30], predict the reaction product. The product is: [C:26]([OH:33])(=[O:32])/[CH:27]=[CH:28]/[C:29]([OH:31])=[O:30].[N:1]12[CH2:8][CH2:7][CH:4]([CH2:5][CH2:6]1)[C@@H:3]([O:9][C:10]1[CH:11]=[CH:12][C:13]([S:16][C:17]3[CH:22]=[CH:21][C:20]([OH:23])=[CH:19][CH:18]=3)=[CH:14][CH:15]=1)[CH2:2]2. (9) The product is: [CH3:17][Si:18]([CH3:25])([CH3:24])[O:16][C:2]([CH3:1])([CH3:3])[C@H:4]([CH3:15])[CH2:5][S:6]([C:9]1[CH:10]=[CH:11][CH:12]=[CH:13][CH:14]=1)(=[O:8])=[O:7]. Given the reactants [CH3:1][C:2]([OH:16])([C@H:4]([CH3:15])[CH2:5][S:6]([C:9]1[CH:14]=[CH:13][CH:12]=[CH:11][CH:10]=1)(=[O:8])=[O:7])[CH3:3].[CH3:17][Si:18]([CH3:25])([CH3:24])N1C=CN=C1, predict the reaction product.